Dataset: Full USPTO retrosynthesis dataset with 1.9M reactions from patents (1976-2016). Task: Predict the reactants needed to synthesize the given product. (1) The reactants are: [Br-].[CH2:2]([P+](C1C=CC=CC=1)(C1C=CC=CC=1)C1C=CC=CC=1)[C:3]1[CH:8]=[CH:7][CH:6]=[CH:5][CH:4]=1.[Li]CCCC.[CH3:33][O:34][C:35]([C@@H:37]1[C@@H:41]([CH:42]=O)[CH2:40][N:39]([C:44]([O:46][C:47]([CH3:50])([CH3:49])[CH3:48])=[O:45])[CH2:38]1)=[O:36].[NH4+].[Cl-]. Given the product [CH3:33][O:34][C:35]([C@@H:37]1[C@@H:41]([CH:42]=[CH:2][C:3]2[CH:4]=[CH:5][CH:6]=[CH:7][CH:8]=2)[CH2:40][N:39]([C:44]([O:46][C:47]([CH3:48])([CH3:50])[CH3:49])=[O:45])[CH2:38]1)=[O:36], predict the reactants needed to synthesize it. (2) Given the product [CH2:1]([O:8][C:9]1[C:10](=[O:32])[CH:11]=[C:12]([CH2:30][O:31][S:34]([CH3:33])(=[O:36])=[O:35])[N:13]2[CH:18]([C:19]([O:21][C:22]([CH3:25])([CH3:23])[CH3:24])=[O:20])[CH2:17][N:16]([CH:26]([CH3:28])[CH3:27])[C:15](=[O:29])[C:14]=12)[C:2]1[CH:7]=[CH:6][CH:5]=[CH:4][CH:3]=1, predict the reactants needed to synthesize it. The reactants are: [CH2:1]([O:8][C:9]1[C:10](=[O:32])[CH:11]=[C:12]([CH2:30][OH:31])[N:13]2[CH:18]([C:19]([O:21][C:22]([CH3:25])([CH3:24])[CH3:23])=[O:20])[CH2:17][N:16]([CH:26]([CH3:28])[CH3:27])[C:15](=[O:29])[C:14]=12)[C:2]1[CH:7]=[CH:6][CH:5]=[CH:4][CH:3]=1.[CH3:33][S:34](Cl)(=[O:36])=[O:35]. (3) Given the product [CH3:43][O:42][C:40]([C:37]1[CH:36]=[CH:35][C:34]([CH2:33][NH:32][C:28]([C@H:9]2[C@H:8]([C:4]3[CH:5]=[CH:6][CH:7]=[C:2]([Cl:1])[C:3]=3[F:31])[C@:12]([C:15]3[CH:20]=[CH:19][C:18]([Cl:21])=[CH:17][C:16]=3[F:22])([C:13]#[N:14])[C@H:11]([CH2:23][C:24]([CH3:26])([CH3:25])[CH3:27])[NH:10]2)=[O:29])=[CH:39][N:38]=1)=[O:41], predict the reactants needed to synthesize it. The reactants are: [Cl:1][C:2]1[C:3]([F:31])=[C:4]([C@@H:8]2[C@:12]([C:15]3[CH:20]=[CH:19][C:18]([Cl:21])=[CH:17][C:16]=3[F:22])([C:13]#[N:14])[C@H:11]([CH2:23][C:24]([CH3:27])([CH3:26])[CH3:25])[NH:10][C@H:9]2[C:28](O)=[O:29])[CH:5]=[CH:6][CH:7]=1.[NH2:32][CH2:33][C:34]1[CH:35]=[CH:36][C:37]([C:40]([O:42][CH3:43])=[O:41])=[N:38][CH:39]=1.CCN(C(C)C)C(C)C.C1C=CC2N(O)N=NC=2C=1.CN(C(ON1N=NC2C=CC=CC1=2)=[N+](C)C)C.F[P-](F)(F)(F)(F)F.